This data is from Full USPTO retrosynthesis dataset with 1.9M reactions from patents (1976-2016). The task is: Predict the reactants needed to synthesize the given product. (1) Given the product [F:12][C:11]([F:14])([F:13])[C:8]1([C:5]2[CH:6]=[CH:7][C:2]([C:23]3[CH:24]=[CH:25][C:26]([NH:29][S:30]([CH3:33])(=[O:31])=[O:32])=[CH:27][CH:28]=3)=[CH:3][CH:4]=2)[N:10]=[N:9]1, predict the reactants needed to synthesize it. The reactants are: I[C:2]1[CH:7]=[CH:6][C:5]([C:8]2([C:11]([F:14])([F:13])[F:12])[N:10]=[N:9]2)=[CH:4][CH:3]=1.CC1(C)C(C)(C)OB([C:23]2[CH:28]=[CH:27][C:26]([NH:29][S:30]([CH3:33])(=[O:32])=[O:31])=[CH:25][CH:24]=2)O1. (2) Given the product [Cl:1][C:2]1[CH:3]=[C:4]([C:12]2[O:16][N:15]=[C:14]([C:17]3[CH:25]=[C:24]4[C:20]([C:21]([CH2:26][CH2:27][C:28]([OH:30])=[O:29])=[CH:22][NH:23]4)=[CH:19][C:18]=3[F:33])[N:13]=2)[CH:5]=[CH:6][C:7]=1[O:8][CH:9]([CH3:11])[CH3:10], predict the reactants needed to synthesize it. The reactants are: [Cl:1][C:2]1[CH:3]=[C:4]([C:12]2[O:16][N:15]=[C:14]([C:17]3[CH:25]=[C:24]4[C:20]([C:21]([CH2:26][CH2:27][C:28]([O:30]CC)=[O:29])=[CH:22][NH:23]4)=[CH:19][C:18]=3[F:33])[N:13]=2)[CH:5]=[CH:6][C:7]=1[O:8][CH:9]([CH3:11])[CH3:10].[OH-].[Na+].Cl. (3) Given the product [CH:26]1([C:30]([N:20]2[C:21]3[C:17](=[CH:16][C:15]([C:3]([OH:4])([C:5]4[C:13]5[C:8](=[CH:9][CH:10]=[CH:11][CH:12]=5)[N:7]([CH3:14])[CH:6]=4)[C:2]([F:1])([F:24])[F:25])=[CH:23][CH:22]=3)[CH:18]=[N:19]2)=[O:31])[CH2:29][CH2:28][CH2:27]1, predict the reactants needed to synthesize it. The reactants are: [F:1][C:2]([F:25])([F:24])[C:3]([C:15]1[CH:16]=[C:17]2[C:21](=[CH:22][CH:23]=1)[NH:20][N:19]=[CH:18]2)([C:5]1[C:13]2[C:8](=[CH:9][CH:10]=[CH:11][CH:12]=2)[N:7]([CH3:14])[CH:6]=1)[OH:4].[CH:26]1([C:30](Cl)=[O:31])[CH2:29][CH2:28][CH2:27]1. (4) Given the product [CH3:27][C:23]1[N:22]=[C:21]([NH:20][C:13]2[CH:12]=[C:11]([O:1][C:2]3[CH:3]=[N:4][CH:5]=[CH:6][CH:7]=3)[N:16]=[N:15][C:14]=2[C:17]([NH2:19])=[O:18])[CH:26]=[CH:25][CH:24]=1, predict the reactants needed to synthesize it. The reactants are: [OH:1][C:2]1[CH:3]=[N:4][CH:5]=[CH:6][CH:7]=1.[H-].[Na+].Cl[C:11]1[N:16]=[N:15][C:14]([C:17]([NH2:19])=[O:18])=[C:13]([NH:20][C:21]2[CH:26]=[CH:25][CH:24]=[C:23]([CH3:27])[N:22]=2)[CH:12]=1.